Dataset: Forward reaction prediction with 1.9M reactions from USPTO patents (1976-2016). Task: Predict the product of the given reaction. (1) Given the reactants [CH:1]1([N:4]2[C:8]3[CH2:9][CH2:10][CH:11]([C:14]([C@H:16]4[C@H:20]([C:21]5[CH:26]=[CH:25][CH:24]=[CH:23][CH:22]=5)[O:19][C:18]([CH3:28])([CH3:27])[O:17]4)=[O:15])[C:12](=[O:13])[C:7]=3[N:6]=[C:5]2[CH3:29])[CH2:3][CH2:2]1, predict the reaction product. The product is: [CH:1]1([N:4]2[C:8]3[CH:9]=[CH:10][C:11]([C:14]([C@H:16]4[C@H:20]([C:21]5[CH:22]=[CH:23][CH:24]=[CH:25][CH:26]=5)[O:19][C:18]([CH3:27])([CH3:28])[O:17]4)=[O:15])=[C:12]([OH:13])[C:7]=3[N:6]=[C:5]2[CH3:29])[CH2:2][CH2:3]1. (2) Given the reactants Br[C:2]1[C:3]2[CH2:11][CH2:10][CH2:9][CH2:8][C:4]=2[S:5][C:6]=1[CH3:7].FC1(F)OC2C=C(C)C(C3N=C[C:25]([NH:28][C:29](=O)[C:30]4[CH:35]=[CH:34]C=CC=4F)=[N:26]C=3)=CC=2O1.P([O-])([O-])([O-])=O.[K+].[K+].[K+], predict the reaction product. The product is: [CH3:7][C:6]1[S:5][C:4]2[CH2:8][CH2:9][CH2:10][CH2:11][C:3]=2[C:2]=1[C:30]1[CH:35]=[CH:34][C:25]([NH2:26])=[N:28][CH:29]=1. (3) Given the reactants [CH:1]1([CH2:6][C@@H:7]([C:20]([NH:22][NH:23][C:24]2[C:29]([F:30])=[C:28]([N:31]3[CH2:36][CH2:35][N:34]([CH3:37])[CH2:33][C@H:32]3[CH3:38])[N:27]=[C:26]([CH3:39])[N:25]=2)=[O:21])[CH2:8][N:9]([O:12]CC2C=CC=CC=2)[CH:10]=[O:11])[CH2:5][CH2:4][CH2:3][CH2:2]1, predict the reaction product. The product is: [CH:1]1([CH2:6][C@@H:7]([C:20]([NH:22][NH:23][C:24]2[C:29]([F:30])=[C:28]([N:31]3[CH2:36][CH2:35][N:34]([CH3:37])[CH2:33][C@H:32]3[CH3:38])[N:27]=[C:26]([CH3:39])[N:25]=2)=[O:21])[CH2:8][N:9]([OH:12])[CH:10]=[O:11])[CH2:5][CH2:4][CH2:3][CH2:2]1. (4) Given the reactants [CH3:1][C:2]([N:4]([OH:39])[CH2:5][CH2:6][CH2:7][CH2:8][CH2:9][NH:10][C:11]([CH2:13][CH2:14][C:15]([N:17]([OH:38])[CH2:18][CH2:19][CH2:20][CH2:21][CH2:22][NH:23][C:24]([CH2:26][CH2:27][C:28]([N:30]([OH:37])[CH2:31][CH2:32][CH2:33][CH2:34][CH2:35][NH2:36])=[O:29])=[O:25])=[O:16])=[O:12])=[O:3].[CH:40]1[C:45](N=C=S)=[CH:44][C:43]2[C:49]([O:51][C:52]3([C:62]4[CH:63]=[CH:64][C:65]([OH:67])=[CH:66][C:61]=4[O:60][C:54]4[CH:55]=[C:56]([OH:59])[CH:57]=[CH:58][C:53]3=4)[C:42]=2[CH:41]=1)=[O:50], predict the reaction product. The product is: [CH:40]1[CH:45]=[CH:44][C:43]([C:49]([OH:51])=[O:50])=[C:42]([C:52]2[C:53]3[CH:58]=[CH:57][C:56]([OH:59])=[CH:55][C:54]=3[O:60][C:61]3[C:62]=2[CH:63]=[CH:64][C:65]([CH:66]=3)=[O:67])[CH:41]=1.[CH3:1][C:2]([N:4]([OH:39])[CH2:5][CH2:6][CH2:7][CH2:8][CH2:9][NH:10][C:11]([CH2:13][CH2:14][C:15]([N:17]([OH:38])[CH2:18][CH2:19][CH2:20][CH2:21][CH2:22][NH:23][C:24]([CH2:26][CH2:27][C:28]([N:30]([OH:37])[CH2:31][CH2:32][CH2:33][CH2:34][CH2:35][NH2:36])=[O:29])=[O:25])=[O:16])=[O:12])=[O:3]. (5) Given the reactants [CH3:1][C:2]([C:6]1[N:7]=[C:8]([C:11]2[CH:16]=[CH:15][CH:14]=[CH:13][CH:12]=2)[O:9][CH:10]=1)([CH3:5])[CH2:3][NH2:4].[F:17][C:18]([F:34])([F:33])[C:19]1[O:23][N:22]=[C:21]([C:24]2[CH:25]=[C:26]([CH:30]=[CH:31][CH:32]=2)[C:27](O)=[O:28])[N:20]=1, predict the reaction product. The product is: [CH3:5][C:2]([C:6]1[N:7]=[C:8]([C:11]2[CH:16]=[CH:15][CH:14]=[CH:13][CH:12]=2)[O:9][CH:10]=1)([CH3:1])[CH2:3][NH:4][C:27](=[O:28])[C:26]1[CH:30]=[CH:31][CH:32]=[C:24]([C:21]2[N:20]=[C:19]([C:18]([F:34])([F:33])[F:17])[O:23][N:22]=2)[CH:25]=1. (6) Given the reactants [Cl:1][C:2]1[N:7]=[C:6](I)[C:5]([O:9][CH2:10][C:11]2[CH:16]=[CH:15][CH:14]=[CH:13][CH:12]=2)=[CH:4][CH:3]=1.[Br:17][C:18]1[CH:23]=[CH:22][CH:21]=[CH:20][C:19]=1B(O)O.C(=O)([O-])[O-].[K+].[K+].C(OCC)C, predict the reaction product. The product is: [Br:17][C:18]1[CH:23]=[CH:22][CH:21]=[CH:20][C:19]=1[C:6]1[C:5]([O:9][CH2:10][C:11]2[CH:16]=[CH:15][CH:14]=[CH:13][CH:12]=2)=[CH:4][CH:3]=[C:2]([Cl:1])[N:7]=1. (7) The product is: [CH2:13]([O:15][C:16]([CH:18]1[CH2:20][CH:19]1[C:21](=[O:22])[C:3]1[CH:4]=[C:5]([C:8]#[N:9])[CH:6]=[CH:7][C:2]=1[F:1])=[O:17])[CH3:14]. Given the reactants [F:1][C:2]1[CH:7]=[CH:6][C:5]([C:8]#[N:9])=[CH:4][C:3]=1B(O)O.[CH2:13]([O:15][C:16]([CH:18]1[CH2:20][CH:19]1[C:21](SC1C=CC(C)=CC=1)=[O:22])=[O:17])[CH3:14].C(Cl)(Cl)Cl.O1C=CC=C1P(C1OC=CC=1)C1OC=CC=1, predict the reaction product.